From a dataset of Forward reaction prediction with 1.9M reactions from USPTO patents (1976-2016). Predict the product of the given reaction. (1) Given the reactants [CH2:1]([O:3][C:4](=[O:9])[C:5]([NH:7][NH2:8])=O)[CH3:2].[C:10](=[S:12])=[S:11].[OH-].[K+].S(=O)(=O)(O)O, predict the reaction product. The product is: [CH2:1]([O:3][C:4]([C:5]1[S:11][C:10]([SH:12])=[N:8][N:7]=1)=[O:9])[CH3:2]. (2) Given the reactants [Br:1][C:2]1[CH:3]=[N:4][C:5]2[N:6]([N:8]=[C:9]([C:11]([OH:13])=O)[CH:10]=2)[CH:7]=1.[CH2:14]1[C:23]2[CH:22]=[CH:21][CH:20]=[C:19]([C:24]#[N:25])[C:18]=2[CH2:17][CH2:16][NH:15]1, predict the reaction product. The product is: [Br:1][C:2]1[CH:3]=[N:4][C:5]2[N:6]([N:8]=[C:9]([C:11]([N:15]3[CH2:16][CH2:17][C:18]4[C:19]([C:24]#[N:25])=[CH:20][CH:21]=[CH:22][C:23]=4[CH2:14]3)=[O:13])[CH:10]=2)[CH:7]=1. (3) Given the reactants [NH2:1][C:2]1[CH:3]=[CH:4][C:5]([CH3:22])=[C:6]([NH:8][C:9]([C:11]2[CH:12]=[C:13]3[C:18](=[CH:19][CH:20]=2)[N:17]=[CH:16][NH:15][C:14]3=[O:21])=[O:10])[CH:7]=1, predict the reaction product. The product is: [NH2:1][C:2]1[CH:3]=[CH:4][C:5]([CH3:22])=[C:6]([NH:8][C:9]([C:11]2[CH:12]=[C:13]3[C:18](=[CH:19][CH:20]=2)[NH:17][CH2:16][NH:15][C:14]3=[O:21])=[O:10])[CH:7]=1. (4) The product is: [CH3:1][O:2][CH2:3][CH2:4][N:5]1[C:9]([CH2:10][CH:11]2[CH2:16][CH2:15][O:14][CH2:13][CH2:12]2)=[CH:8][C:7]([C:17]#[N:19])=[N:6]1. Given the reactants [CH3:1][O:2][CH2:3][CH2:4][N:5]1[C:9]([CH2:10][CH:11]2[CH2:16][CH2:15][O:14][CH2:13][CH2:12]2)=[CH:8][C:7]([C:17]([NH2:19])=O)=[N:6]1.FC(F)(F)C(OC(=O)C(F)(F)F)=O.C(N(CC)CC)C, predict the reaction product. (5) Given the reactants Br[C:2]1[CH:3]=[C:4]([C:15]([NH:17][CH2:18][C:19]2[C:20](=[O:27])[NH:21][C:22]([CH3:26])=[CH:23][C:24]=2[CH3:25])=[O:16])[C:5]2[C:6]([CH3:14])=[N:7][N:8]([CH:11]([CH3:13])[CH3:12])[C:9]=2[CH:10]=1.CC1(C)C(C)(C)OB([C:36]2[CH:37]=[CH:38][C:39]([N:42]3[CH2:47][CH2:46][N:45]([C:48]([O:50][C:51]([CH3:54])([CH3:53])[CH3:52])=[O:49])[CH2:44][CH2:43]3)=[N:40][CH:41]=2)O1.C(=O)([O-])[O-].[Na+].[Na+], predict the reaction product. The product is: [CH3:25][C:24]1[CH:23]=[C:22]([CH3:26])[NH:21][C:20](=[O:27])[C:19]=1[CH2:18][NH:17][C:15]([C:4]1[CH:3]=[C:2]([C:36]2[CH:37]=[CH:38][C:39]([N:42]3[CH2:47][CH2:46][N:45]([C:48]([O:50][C:51]([CH3:54])([CH3:53])[CH3:52])=[O:49])[CH2:44][CH2:43]3)=[N:40][CH:41]=2)[CH:10]=[C:9]2[C:5]=1[C:6]([CH3:14])=[N:7][N:8]2[CH:11]([CH3:13])[CH3:12])=[O:16]. (6) Given the reactants [CH3:1][CH2:2][NH:3][C:4]([C@H:6]1[O:10][CH:9]([N:11]2[C:15]3[N:16]=[C:17]([NH:21][CH2:22][CH2:23][C:24]4[CH:29]=[CH:28][C:27]([CH2:30][CH2:31][C:32]([OH:34])=[O:33])=[CH:26][CH:25]=4)[N:18]=[C:19]([NH2:20])[C:14]=3[N:13]=[CH:12]2)[C@@H:8]([OH:35])[C@H:7]1[OH:36])=[O:5].[Si](C=[N+]=[N-])(C)(C)[CH3:38].CO.O, predict the reaction product. The product is: [CH3:38][O:33][C:32](=[O:34])[CH2:31][CH2:30][C:27]1[CH:28]=[CH:29][C:24]([CH2:23][CH2:22][NH:21][C:17]2[N:16]=[C:15]3[C:14]([N:13]=[CH:12][N:11]3[CH:9]3[CH:8]([OH:35])[CH:7]([OH:36])[CH:6]([C:4](=[O:5])[NH:3][CH2:2][CH3:1])[O:10]3)=[C:19]([NH2:20])[N:18]=2)=[CH:25][CH:26]=1. (7) Given the reactants Br[C:2]1[C:25]([F:26])=[CH:24][C:5]2[O:6][C:7]([C:16]3[CH:21]=[CH:20][C:19]([Cl:22])=[CH:18][C:17]=3[Cl:23])([C:9]3[CH:14]=[CH:13][C:12]([F:15])=[CH:11][CH:10]=3)[O:8][C:4]=2[CH:3]=1.C([Li])CCC.[C:32](=[O:34])=[O:33], predict the reaction product. The product is: [Cl:23][C:17]1[CH:18]=[C:19]([Cl:22])[CH:20]=[CH:21][C:16]=1[C:7]1([C:9]2[CH:10]=[CH:11][C:12]([F:15])=[CH:13][CH:14]=2)[O:6][C:5]2[CH:24]=[C:25]([F:26])[C:2]([C:32]([OH:34])=[O:33])=[CH:3][C:4]=2[O:8]1. (8) Given the reactants CCOC(C)=O.[F:7][C:8]([F:34])([C:23]1([OH:33])[CH2:28][C:27]([CH3:30])([CH3:29])[CH2:26][C:25]([CH3:32])([CH3:31])[CH2:24]1)[C:9]([N:11]1[CH2:15][CH2:14][CH2:13][C@H:12]1[C:16]1[CH:20]=[C:19]([CH2:21][OH:22])[O:18][N:17]=1)=[O:10].CCN(CC)CC.[CH3:42][S:43](Cl)(=[O:45])=[O:44], predict the reaction product. The product is: [CH3:42][S:43]([O:22][CH2:21][C:19]1[O:18][N:17]=[C:16]([C@@H:12]2[CH2:13][CH2:14][CH2:15][N:11]2[C:9](=[O:10])[C:8]([F:7])([F:34])[C:23]2([OH:33])[CH2:24][C:25]([CH3:32])([CH3:31])[CH2:26][C:27]([CH3:30])([CH3:29])[CH2:28]2)[CH:20]=1)(=[O:45])=[O:44]. (9) Given the reactants CC(C)([O-])C.[Na+].[C:7]([C:10]1[CH:15]=[CH:14][C:13]([O:16][CH3:17])=[C:12]([CH3:18])[C:11]=1[NH:19][C:20]([C:22]1[S:23][CH:24]=[C:25]([CH:27]([CH3:29])[CH3:28])[N:26]=1)=O)(=[O:9])[CH3:8], predict the reaction product. The product is: [CH:27]([C:25]1[N:26]=[C:22]([C:20]2[CH:8]=[C:7]([OH:9])[C:10]3[C:11](=[C:12]([CH3:18])[C:13]([O:16][CH3:17])=[CH:14][CH:15]=3)[N:19]=2)[S:23][CH:24]=1)([CH3:29])[CH3:28]. (10) The product is: [C:18]1([C:50]2[CH:55]=[CH:54][CH:53]=[CH:52][CH:51]=2)[CH:23]=[CH:22][CH:21]=[C:20]([C:24]2[N:29]=[C:28]([C:30]3[CH:31]=[C:32]([C:36]4[CH:41]=[CH:40][CH:39]=[CH:38][CH:37]=4)[CH:33]=[CH:34][CH:35]=3)[N:27]=[C:26]([C:42]3[CH:47]=[C:46]([C:71]4[CH:70]=[CH:69][C:68]([C:63]5[CH:64]=[CH:65][CH:66]=[CH:67][N:62]=5)=[CH:73][CH:72]=4)[CH:45]=[C:44]([C:13]4[C:14]5[C:5]([C:6]6[CH:7]=[CH:8][CH:9]=[CH:10][C:11]=6[CH:12]=4)=[CH:4][CH:3]=[CH:2][CH:1]=5)[CH:43]=3)[N:25]=2)[CH:19]=1. Given the reactants [CH:1]1[C:14]2[CH:13]=[C:12](B(O)O)[C:11]3[C:6](=[CH:7][CH:8]=[CH:9][CH:10]=3)[C:5]=2[CH:4]=[CH:3][CH:2]=1.[C:18]1([C:50]2[CH:55]=[CH:54][CH:53]=[CH:52][CH:51]=2)[CH:23]=[CH:22][CH:21]=[C:20]([C:24]2[N:29]=[C:28]([C:30]3[CH:31]=[C:32]([C:36]4[CH:41]=[CH:40][CH:39]=[CH:38][CH:37]=4)[CH:33]=[CH:34][CH:35]=3)[N:27]=[C:26]([C:42]3[CH:47]=[C:46](Br)[CH:45]=[C:44](Br)[CH:43]=3)[N:25]=2)[CH:19]=1.C([O-])([O-])=O.[K+].[K+].[N:62]1[CH:67]=[CH:66][CH:65]=[CH:64][C:63]=1[C:68]1[CH:73]=[CH:72][C:71](B(O)O)=[CH:70][CH:69]=1, predict the reaction product.